Dataset: Full USPTO retrosynthesis dataset with 1.9M reactions from patents (1976-2016). Task: Predict the reactants needed to synthesize the given product. (1) Given the product [OH:1][CH2:2][C@H:3]1[N:8]([CH3:21])[CH2:7][CH2:6][N:5]([C:9]2[NH:10][C:11](=[O:20])[C:12]3[C:17]([CH:18]=2)=[C:16]([CH3:19])[CH:15]=[CH:14][CH:13]=3)[CH2:4]1, predict the reactants needed to synthesize it. The reactants are: [OH:1][CH2:2][C@H:3]1[NH:8][CH2:7][CH2:6][N:5]([C:9]2[NH:10][C:11](=[O:20])[C:12]3[C:17]([CH:18]=2)=[C:16]([CH3:19])[CH:15]=[CH:14][CH:13]=3)[CH2:4]1.[C:21]([BH3-])#N.[Na+].C(O)(=O)C. (2) Given the product [CH2:1]([N:8]([CH2:16][CH:17]1[CH2:22][CH2:21][N:20]([CH2:23][C:25]2([C:29]([F:32])([F:31])[F:30])[CH2:28][CH2:27][CH2:26]2)[CH2:19][CH2:18]1)[C:9]1[CH:10]=[CH:11][C:12]([Br:15])=[CH:13][CH:14]=1)[C:2]1[CH:3]=[CH:4][CH:5]=[CH:6][CH:7]=1, predict the reactants needed to synthesize it. The reactants are: [CH2:1]([N:8]([CH2:16][CH:17]1[CH2:22][CH2:21][N:20]([C:23]([C:25]2([C:29]([F:32])([F:31])[F:30])[CH2:28][CH2:27][CH2:26]2)=O)[CH2:19][CH2:18]1)[C:9]1[CH:14]=[CH:13][C:12]([Br:15])=[CH:11][CH:10]=1)[C:2]1[CH:7]=[CH:6][CH:5]=[CH:4][CH:3]=1. (3) Given the product [C:4]([C:3]1[CH:12]=[CH:13][C:14]([O:16][CH3:17])=[CH:15][C:2]=1[O:1][CH2:19][CH2:20][CH2:21][C:22]([OH:24])=[O:23])(=[O:5])[C:6]1[CH:11]=[CH:10][CH:9]=[CH:8][CH:7]=1, predict the reactants needed to synthesize it. The reactants are: [OH:1][C:2]1[CH:15]=[C:14]([O:16][CH3:17])[CH:13]=[CH:12][C:3]=1[C:4]([C:6]1[CH:11]=[CH:10][CH:9]=[CH:8][CH:7]=1)=[O:5].Br[CH2:19][CH2:20][CH2:21][C:22]([O:24]CC)=[O:23].CN(C=O)C.C(=O)([O-])[O-].[K+].[K+]. (4) Given the product [CH2:1]([O:3][C:4](=[O:29])[CH2:5][CH2:6][CH2:7][O:8][C:9]1[CH:14]=[CH:13][CH:12]=[C:11]([CH2:15][CH2:16][CH2:17][CH2:18][CH2:19][CH2:20][O:42][C:33]2[CH:34]=[C:35]([C:37]3[CH:41]=[CH:40][S:39][CH:38]=3)[CH:36]=[C:31]([I:30])[CH:32]=2)[C:10]=1[CH2:22][CH2:23][C:24]([O:26][CH2:27][CH3:28])=[O:25])[CH3:2], predict the reactants needed to synthesize it. The reactants are: [CH2:1]([O:3][C:4](=[O:29])[CH2:5][CH2:6][CH2:7][O:8][C:9]1[CH:14]=[CH:13][CH:12]=[C:11]([CH2:15][CH2:16][CH2:17][CH2:18][CH2:19][CH2:20]Br)[C:10]=1[CH2:22][CH2:23][C:24]([O:26][CH2:27][CH3:28])=[O:25])[CH3:2].[I:30][C:31]1[CH:32]=[C:33]([OH:42])[CH:34]=[C:35]([C:37]2[CH:41]=[CH:40][S:39][CH:38]=2)[CH:36]=1.C(=O)([O-])[O-].[K+].[K+].CN(C)C=O. (5) Given the product [CH3:1][C:2]1[O:6][C:5]([C:7]2[CH:12]=[CH:11][CH:10]=[CH:9][CH:8]=2)=[N:4][C:3]=1[CH2:14][CH2:15][O:16][C:17]1[CH:22]=[CH:21][C:20]([CH2:23][C@H:24]([NH:30][CH2:31][C:46]2[CH:45]=[CH:44][CH:41]=[C:40]([F:39])[C:47]=2[F:48])[C:25]([O:27][CH3:28])=[O:26])=[CH:19][CH:18]=1, predict the reactants needed to synthesize it. The reactants are: [CH3:1][C:2]1[O:6][C:5]([C:7]2[CH:12]=[CH:11][C:10](C)=[CH:9][CH:8]=2)=[N:4][C:3]=1[CH2:14][CH2:15][O:16][C:17]1[CH:22]=[CH:21][C:20]([CH2:23][C@H:24]([NH:30][CH2:31]C2C=CC(F)=CC=2)[C:25]([O:27][CH2:28]C)=[O:26])=[CH:19][CH:18]=1.[F:39][C:40]1[C:47]([F:48])=[CH:46][CH:45]=[CH:44][C:41]=1C=O.